This data is from CYP3A4 inhibition data for predicting drug metabolism from PubChem BioAssay. The task is: Regression/Classification. Given a drug SMILES string, predict its absorption, distribution, metabolism, or excretion properties. Task type varies by dataset: regression for continuous measurements (e.g., permeability, clearance, half-life) or binary classification for categorical outcomes (e.g., BBB penetration, CYP inhibition). Dataset: cyp3a4_veith. (1) The drug is O=C(c1cnccn1)N1CCC2(CC1)CCN(c1ccncc1)CC2. The result is 0 (non-inhibitor). (2) The molecule is COc1ccc(OC)c2[nH]c(=O)c(CCNS(=O)(=O)c3ccc(C)cc3)cc12. The result is 1 (inhibitor). (3) The drug is Cc1nc2sc3c(c2c(=N)n1N)CC(C)(C)OC3. The result is 0 (non-inhibitor). (4) The compound is COc1ccc(C(=O)Oc2cc(C)nn3cnnc23)cc1. The result is 0 (non-inhibitor). (5) The molecule is CCOC(=O)C1=C(c2ccccc2)N=c2s/c(=C\c3ccc(O)cc3)c(=O)n2C1c1cccs1. The result is 1 (inhibitor). (6) The molecule is CC(C)c1ccc(NC(=O)N(CCc2nc3ccccc3[nH]2)C2CCCC2)cc1. The result is 0 (non-inhibitor). (7) The drug is COCCn1c(=O)c(-c2ccc(F)cc2)nc2cnc(Nc3cccc(OC)c3)nc21. The result is 1 (inhibitor).